Dataset: Full USPTO retrosynthesis dataset with 1.9M reactions from patents (1976-2016). Task: Predict the reactants needed to synthesize the given product. (1) Given the product [C:34]1([C@H:40]([NH:42][C:30]([C:27]2[CH:26]=[CH:25][C:24]([C:21]3[CH:20]=[CH:19][C:18]([C@@H:10]([C:11]4[CH:16]=[CH:15][CH:14]=[CH:13][C:12]=4[CH3:17])[CH2:9][C:8]([C:6]4[CH:5]=[CH:4][N:3]=[C:2]([CH3:1])[CH:7]=4)=[O:33])=[CH:23][CH:22]=3)=[CH:29][CH:28]=2)=[O:31])[CH3:41])[CH:39]=[CH:38][CH:37]=[CH:36][CH:35]=1, predict the reactants needed to synthesize it. The reactants are: [CH3:1][C:2]1[CH:7]=[C:6]([C:8](=[O:33])[CH2:9][C@@H:10]([C:18]2[CH:23]=[CH:22][C:21]([C:24]3[CH:29]=[CH:28][C:27]([C:30](O)=[O:31])=[CH:26][CH:25]=3)=[CH:20][CH:19]=2)[C:11]2[CH:16]=[CH:15][CH:14]=[CH:13][C:12]=2[CH3:17])[CH:5]=[CH:4][N:3]=1.[C:34]1([C@H:40]([NH2:42])[CH3:41])[CH:39]=[CH:38][CH:37]=[CH:36][CH:35]=1. (2) The reactants are: C1(C#C[N:9]2[C:17]3[CH:16]=[CH:15][CH:14]=[C:13]4[C:18](=[O:22])[NH:19][CH2:20][CH2:21][C:11]([C:12]=34)=[CH:10]2)C=CC=CC=1. Given the product [CH2:10]([C:10]1[NH:9][C:17]2[CH:16]=[CH:15][CH:14]=[C:13]3[C:18](=[O:22])[NH:19][CH2:20][CH2:21][C:11]=1[C:12]=23)[CH2:11][C:12]1[CH:13]=[CH:14][CH:15]=[CH:16][CH:17]=1, predict the reactants needed to synthesize it.